This data is from Reaction yield outcomes from USPTO patents with 853,638 reactions. The task is: Predict the reaction yield, written as a fraction of the theoretical maximum amount of product (1.0 means a 100% yield; for example, 0.34 means a 34% yield). (1) The reactants are [CH2:1]([C:5]1[CH:10]=[CH:9][C:8]([N:11]=[C:12]=[O:13])=[CH:7][CH:6]=1)[CH2:2][CH2:3][CH3:4].[CH3:14][NH:15][C:16]1[CH:17]=[C:18]([C:22]2[CH:27]=[CH:26][C:25]([CH2:28][CH2:29][C:30]([O:32][CH2:33][CH3:34])=[O:31])=[CH:24][CH:23]=2)[CH:19]=[CH:20][CH:21]=1. No catalyst specified. The product is [CH2:1]([C:5]1[CH:10]=[CH:9][C:8]([NH:11][C:12](=[O:13])[N:15]([C:16]2[CH:17]=[C:18]([C:22]3[CH:27]=[CH:26][C:25]([CH2:28][CH2:29][C:30]([O:32][CH2:33][CH3:34])=[O:31])=[CH:24][CH:23]=3)[CH:19]=[CH:20][CH:21]=2)[CH3:14])=[CH:7][CH:6]=1)[CH2:2][CH2:3][CH3:4]. The yield is 0.960. (2) The catalyst is C1COCC1. The product is [C:1]([O:4][CH2:5][C:6]([CH2:17][OH:18])([C:12]([O:14][CH2:15][CH3:16])=[O:13])[C:7]([O:9][CH2:10][CH3:11])=[O:8])(=[O:3])[CH3:2]. The yield is 0.740. The reactants are [C:1]([O:4][CH2:5][C:6]([CH2:17][O:18][Si](C(C)(C)C)(C)C)([C:12]([O:14][CH2:15][CH3:16])=[O:13])[C:7]([O:9][CH2:10][CH3:11])=[O:8])(=[O:3])[CH3:2].C([O-])(=O)C.C([NH+](CC)CC)C.